Task: Predict which catalyst facilitates the given reaction.. Dataset: Catalyst prediction with 721,799 reactions and 888 catalyst types from USPTO (1) Reactant: [CH:1]1([C@H:4]([NH:7][C:8](=[O:14])[O:9][C:10](C)(C)C)CO)[CH2:3][CH2:2]1.CC([O-])(C)C.[K+]. Product: [CH:1]1([C@H:4]2[CH2:10][O:9][C:8](=[O:14])[NH:7]2)[CH2:2][CH2:3]1. The catalyst class is: 1. (2) Reactant: [NH:1]1[C:9]2[C:4](=[CH:5][CH:6]=[CH:7][CH:8]=2)[C:3]([C:10](=[O:30])[CH:11]([NH:18][C:19]2[CH:20]=[C:21]([CH:27]=[CH:28][CH:29]=2)[C:22]([O:24]CC)=[O:23])[C:12]2[CH:17]=[CH:16][CH:15]=[CH:14][CH:13]=2)=[CH:2]1.[OH-].[Li+]. Product: [NH:1]1[C:9]2[C:4](=[CH:5][CH:6]=[CH:7][CH:8]=2)[C:3]([C:10](=[O:30])[CH:11]([NH:18][C:19]2[CH:20]=[C:21]([CH:27]=[CH:28][CH:29]=2)[C:22]([OH:24])=[O:23])[C:12]2[CH:17]=[CH:16][CH:15]=[CH:14][CH:13]=2)=[CH:2]1. The catalyst class is: 40. (3) Reactant: C(O)(C(F)(F)F)=O.[CH3:8][O:9][CH2:10][CH2:11][S:12][CH2:13][C:14]1[CH:15]=[C:16]([NH:24]C(=O)OC(C)(C)C)[CH:17]=[C:18]([C:20]([F:23])([F:22])[F:21])[CH:19]=1. Product: [CH3:8][O:9][CH2:10][CH2:11][S:12][CH2:13][C:14]1[CH:15]=[C:16]([CH:17]=[C:18]([C:20]([F:23])([F:21])[F:22])[CH:19]=1)[NH2:24]. The catalyst class is: 2.